This data is from Full USPTO retrosynthesis dataset with 1.9M reactions from patents (1976-2016). The task is: Predict the reactants needed to synthesize the given product. (1) Given the product [Br:31][C:29]1[S:28][C:27]2[C:32](=[O:33])[NH:34][C:14]([C@@H:9]3[CH2:10][CH:11]=[CH:12][CH2:13][N:8]3[C:6]([O:5][C:1]([CH3:2])([CH3:3])[CH3:4])=[O:7])=[N:25][C:26]=2[CH:30]=1, predict the reactants needed to synthesize it. The reactants are: [C:1]([O:5][C:6]([N:8]1[CH2:13][CH:12]=[CH:11][CH2:10][C@H:9]1[C:14](O)=O)=[O:7])([CH3:4])([CH3:3])[CH3:2].C(Cl)(=O)OCC(C)C.[NH2:25][C:26]1[CH:30]=[C:29]([Br:31])[S:28][C:27]=1[C:32]([NH2:34])=[O:33].C(=O)([O-])O.[Na+]. (2) Given the product [Cl:10][C:11]1[CH:16]=[CH:15][C:14]([C:2]2[O:6][C:5]([C:7]([OH:9])=[O:8])=[CH:4][CH:3]=2)=[CH:13][CH:12]=1, predict the reactants needed to synthesize it. The reactants are: Br[C:2]1[O:6][C:5]([C:7]([OH:9])=[O:8])=[CH:4][CH:3]=1.[Cl:10][C:11]1[CH:16]=[CH:15][C:14](B(O)O)=[CH:13][CH:12]=1. (3) Given the product [Cl:1][C:2]1[C:3]([O:12][C:13]2[CH:18]=[C:17]([OH:19])[CH:16]=[CH:15][C:14]=2[CH2:30][CH2:31][CH2:32][O:33][C:35]2[C:39]([CH2:40][C:41]([O:43][CH3:44])=[O:42])=[CH:38][N:37]([CH3:45])[N:36]=2)=[N:4][CH:5]=[C:6]([C:8]([F:11])([F:10])[F:9])[CH:7]=1, predict the reactants needed to synthesize it. The reactants are: [Cl:1][C:2]1[C:3]([O:12][C:13]2[CH:18]=[C:17]([O:19][Si](C(C)C)(C(C)C)C(C)C)[CH:16]=[CH:15][C:14]=2[CH2:30][CH2:31][CH2:32][OH:33])=[N:4][CH:5]=[C:6]([C:8]([F:11])([F:10])[F:9])[CH:7]=1.O[C:35]1[C:39]([CH2:40][C:41]([O:43][CH3:44])=[O:42])=[CH:38][N:37]([CH3:45])[N:36]=1.C(P(CCCC)CCCC)CCC.N(C(N1CCCCC1)=O)=NC(N1CCCCC1)=O.[F-].C([N+](CCCC)(CCCC)CCCC)CCC. (4) Given the product [CH2:1]([N:8]1[CH:12]=[CH:11][CH:10]=[C:9]1[CH:13]=[O:14])[C:2]1[CH:3]=[CH:4][CH:5]=[CH:6][CH:7]=1, predict the reactants needed to synthesize it. The reactants are: [CH2:1]([N:8]1[CH:12]=[CH:11][CH:10]=[C:9]1[CH2:13][OH:14])[C:2]1[CH:7]=[CH:6][CH:5]=[CH:4][CH:3]=1.C[N+]1([O-])CCOCC1. (5) Given the product [C:12]([O:16][C:17]([NH:19][C@@H:20]([CH2:24][C:25]1[O:26][C:27]([CH3:30])=[CH:28][CH:29]=1)[C:21]([OH:23])=[O:22])=[O:18])([CH3:15])([CH3:14])[CH3:13], predict the reactants needed to synthesize it. The reactants are: CC1OC(CCC(Cl)=O)=CC=1.[C:12]([O:16][C:17]([NH:19][CH:20]([CH2:24][C:25]1[O:26][C:27]([CH3:30])=[CH:28][CH:29]=1)[C:21]([OH:23])=[O:22])=[O:18])([CH3:15])([CH3:14])[CH3:13]. (6) Given the product [Br:1][C:2]1[CH:3]=[C:4](/[CH:10]=[CH:11]/[CH2:12][OH:13])[C:5]([O:8][CH3:9])=[N:6][CH:7]=1, predict the reactants needed to synthesize it. The reactants are: [Br:1][C:2]1[CH:3]=[C:4]([CH:10]=[CH:11][C:12](OCC)=[O:13])[C:5]([O:8][CH3:9])=[N:6][CH:7]=1.CC(C[AlH]CC(C)C)C. (7) Given the product [OH:38][CH:36]([C:32]1[CH:31]=[C:30]([CH:35]=[CH:34][CH:33]=1)[O:29][CH2:28][CH2:27][C@@H:22]1[CH2:23][NH:24][CH2:25][CH2:26][N:21]1[C:19]([C:11]1[N:10]=[CH:9][N:8]([C@@H:3]2[CH2:4][CH2:5][CH2:6][CH2:7][C@:2]2([CH2:39][O:40][CH3:41])[OH:1])[C:12]=1[C:13]1[CH:18]=[CH:17][CH:16]=[CH:15][CH:14]=1)=[O:20])[CH3:37], predict the reactants needed to synthesize it. The reactants are: [OH:1][C@@:2]1([CH2:39][O:40][CH3:41])[CH2:7][CH2:6][CH2:5][CH2:4][C@H:3]1[N:8]1[C:12]([C:13]2[CH:18]=[CH:17][CH:16]=[CH:15][CH:14]=2)=[C:11]([C:19]([N:21]2[CH2:26][CH2:25][NH:24][CH2:23][C@H:22]2[CH2:27][CH2:28][O:29][C:30]2[CH:31]=[C:32]([C:36](=[O:38])[CH3:37])[CH:33]=[CH:34][CH:35]=2)=[O:20])[N:10]=[CH:9]1.[BH4-].[Na+].C(=O)([O-])O.[Na+]. (8) The reactants are: [Cl:1][C:2]1[C:3]([NH:16][C:17]2[N:27]=[C:26]3[C:20]([N:21]([CH3:34])[C:22](=[O:33])[CH2:23][CH2:24][N:25]3[CH:28]3[CH2:32][CH2:31][CH2:30][CH2:29]3)=[CH:19][N:18]=2)=[CH:4][C:5]([F:15])=[C:6]([CH:14]=1)[C:7]([O:9][C:10]([CH3:13])([CH3:12])[CH3:11])=[O:8].[NH2:35][C:36]1[C:48]([Cl:49])=[CH:47][C:39]([C:40]([O:42][C:43]([CH3:46])([CH3:45])[CH3:44])=[O:41])=[C:38]([F:50])[C:37]=1Cl. Given the product [Cl:49][C:4]1[C:5]([F:15])=[C:6]([CH:14]=[C:2]([Cl:1])[C:3]=1[NH:16][C:17]1[N:27]=[C:26]2[C:20]([N:21]([CH3:34])[C:22](=[O:33])[CH2:23][CH2:24][N:25]2[CH:28]2[CH2:32][CH2:31][CH2:30][CH2:29]2)=[CH:19][N:18]=1)[C:7]([O:9][C:10]([CH3:13])([CH3:12])[CH3:11])=[O:8].[C:43]([O:42][C:40](=[O:41])[C:39]1[CH:47]=[C:48]([Cl:49])[C:36]([NH2:35])=[CH:37][C:38]=1[F:50])([CH3:46])([CH3:44])[CH3:45], predict the reactants needed to synthesize it. (9) Given the product [C:1]([O:5][C:6](=[O:30])[CH2:7][N:8]1[C:16]2[C:11](=[CH:12][C:13]([Cl:17])=[CH:14][CH:15]=2)[C:10]([C:18]2[C:27]3[C:22](=[CH:23][CH:24]=[CH:25][CH:26]=3)[C:21](=[O:31])[NH:20][N:19]=2)=[C:9]1[CH3:29])([CH3:4])([CH3:2])[CH3:3], predict the reactants needed to synthesize it. The reactants are: [C:1]([O:5][C:6](=[O:30])[CH2:7][N:8]1[C:16]2[C:11](=[CH:12][C:13]([Cl:17])=[CH:14][CH:15]=2)[C:10]([C:18]2[C:27]3[C:22](=[CH:23][CH:24]=[CH:25][CH:26]=3)[C:21](Cl)=[N:20][N:19]=2)=[C:9]1[CH3:29])([CH3:4])([CH3:3])[CH3:2].[OH-:31].[Na+]. (10) Given the product [C:1]([C:3]1[C:12]2[C:7](=[CH:8][CH:9]=[C:10]([O:13][C:14]3[CH:15]=[CH:16][CH:17]=[CH:18][CH:19]=3)[CH:11]=2)[C:6]([OH:20])=[C:5]([C:21]([NH:23][C:24]([CH3:32])([CH3:31])[CH2:25][CH2:26][C:27]([OH:29])=[O:28])=[O:22])[N:4]=1)#[N:2], predict the reactants needed to synthesize it. The reactants are: [C:1]([C:3]1[C:12]2[C:7](=[CH:8][CH:9]=[C:10]([O:13][C:14]3[CH:19]=[CH:18][CH:17]=[CH:16][CH:15]=3)[CH:11]=2)[C:6]([OH:20])=[C:5]([C:21]([NH:23][C:24]([CH3:32])([CH3:31])[CH2:25][CH2:26][C:27]([O:29]C)=[O:28])=[O:22])[N:4]=1)#[N:2].O.CCOC(C)=O.Cl.